Dataset: Forward reaction prediction with 1.9M reactions from USPTO patents (1976-2016). Task: Predict the product of the given reaction. (1) Given the reactants F[C:2]1[CH:10]=[N:9][CH:8]=[C:7]([F:11])[C:3]=1[C:4]([OH:6])=[O:5].[F:12][C:13]1[CH:19]=[C:18]([I:20])[CH:17]=[CH:16][C:14]=1[NH2:15].C[Si](C)(C)[N-][Si](C)(C)C.[Li+], predict the reaction product. The product is: [F:11][C:7]1[CH:8]=[N:9][CH:10]=[C:2]([NH:15][C:14]2[CH:16]=[CH:17][C:18]([I:20])=[CH:19][C:13]=2[F:12])[C:3]=1[C:4]([OH:6])=[O:5]. (2) The product is: [CH3:19][O:20][C:21](=[O:26])[C@H:41]([CH:1]([CH3:3])[CH3:2])[C:40]([C:30]1[CH:31]=[CH:32][C:33]([CH2:34][CH2:35][C:36]([CH3:37])([CH3:38])[CH3:39])=[C:28]([Cl:27])[CH:29]=1)([NH:42][S@:43]([C:45]([CH3:48])([CH3:47])[CH3:46])=[O:44])[CH3:13]. Given the reactants [CH:1](NC(C)C)([CH3:3])[CH3:2].C([Li])CCC.[CH3:13]CCCCC.[CH3:19][O:20][C:21](=[O:26])CC(C)C.[Cl:27][C:28]1[CH:29]=[C:30](/[C:40](=[N:42]/[S@:43]([C:45]([CH3:48])([CH3:47])[CH3:46])=[O:44])/[CH3:41])[CH:31]=[CH:32][C:33]=1[CH2:34][CH2:35][C:36]([CH3:39])([CH3:38])[CH3:37].[Cl-].[NH4+], predict the reaction product.